From a dataset of Catalyst prediction with 721,799 reactions and 888 catalyst types from USPTO. Predict which catalyst facilitates the given reaction. Reactant: [C:1]([N:9]=[C:10]=[S:11])(=[O:8])[C:2]1[CH:7]=[CH:6][CH:5]=[CH:4][CH:3]=1.[NH2:12][C@@:13]1([C:24]2[CH:29]=[CH:28][CH:27]=[CH:26][C:25]=2[F:30])[CH2:17][O:16][C@H:15]([C:18]([F:21])([F:20])[F:19])[C@H:14]1[CH2:22][OH:23].C(=O)(O)[O-].[Na+]. Product: [F:30][C:25]1[CH:26]=[CH:27][CH:28]=[CH:29][C:24]=1[C@@:13]1([NH:12][C:10]([NH:9][C:1](=[O:8])[C:2]2[CH:7]=[CH:6][CH:5]=[CH:4][CH:3]=2)=[S:11])[C@H:14]([CH2:22][OH:23])[C@@H:15]([C:18]([F:19])([F:20])[F:21])[O:16][CH2:17]1. The catalyst class is: 2.